Predict the reactants needed to synthesize the given product. From a dataset of Full USPTO retrosynthesis dataset with 1.9M reactions from patents (1976-2016). (1) Given the product [F:1][C:2]1[CH:3]=[C:4]([OH:8])[CH:5]=[N+:6]([O-:9])[CH:7]=1, predict the reactants needed to synthesize it. The reactants are: [F:1][C:2]1[CH:3]=[C:4]([OH:8])[CH:5]=[N:6][CH:7]=1.[OH:9]O. (2) Given the product [Br:16][C:12]1[CH:11]=[C:10]([C:9]2[O:8][N:7]=[C:6]([CH3:17])[C:5]=2[C:3]([OH:4])=[O:2])[CH:15]=[CH:14][CH:13]=1, predict the reactants needed to synthesize it. The reactants are: C[O:2][C:3]([C:5]1[C:6]([CH3:17])=[N:7][O:8][C:9]=1[C:10]1[CH:15]=[CH:14][CH:13]=[C:12]([Br:16])[CH:11]=1)=[O:4].[Li+].[OH-]. (3) Given the product [C:10]([C:8]1[CH:7]=[CH:6][C:5]([O:14][S:22]([C:25]([F:28])([F:27])[F:26])(=[O:24])=[O:23])=[C:4]([N+:1]([O-:3])=[O:2])[CH:9]=1)([CH3:11])([CH3:13])[CH3:12], predict the reactants needed to synthesize it. The reactants are: [N+:1]([C:4]1[CH:9]=[C:8]([C:10]([CH3:13])([CH3:12])[CH3:11])[CH:7]=[CH:6][C:5]=1[OH:14])([O-:3])=[O:2].CCN(CC)CC.[S:22](O[S:22]([C:25]([F:28])([F:27])[F:26])(=[O:24])=[O:23])([C:25]([F:28])([F:27])[F:26])(=[O:24])=[O:23]. (4) Given the product [Cl:1][C:2]1[CH:3]=[CH:4][C:5]([C:24]#[N:25])=[C:6]([C:8]2[CH:13]=[CH:12][N:11]([CH:14]([CH:20]([CH3:22])[CH3:21])[C:15]([OH:17])=[O:16])[C:10](=[O:23])[CH:9]=2)[CH:7]=1, predict the reactants needed to synthesize it. The reactants are: [Cl:1][C:2]1[CH:3]=[CH:4][C:5]([C:24]#[N:25])=[C:6]([C:8]2[CH:13]=[CH:12][N:11]([CH:14]([CH:20]([CH3:22])[CH3:21])[C:15]([O:17]CC)=[O:16])[C:10](=[O:23])[CH:9]=2)[CH:7]=1.[OH-].[Li+]. (5) Given the product [S:1]([N:17]([S:25]([C:28]1[C:40]2[CH:39]=[CH:38][CH:37]=[C:33]([N:34]([CH3:36])[CH3:35])[C:32]=2[CH:31]=[CH:30][CH:29]=1)(=[O:26])=[O:27])[CH2:18][CH2:19][S:20][S:21][CH2:22][CH2:23][NH2:24])([C:4]1[C:16]2[CH:15]=[CH:14][CH:13]=[C:9]([N:10]([CH3:11])[CH3:12])[C:8]=2[CH:7]=[CH:6][CH:5]=1)(=[O:3])=[O:2].[C:60]1(=[O:61])[NH:62][C:63](=[O:64])[CH:58]=[CH:59]1, predict the reactants needed to synthesize it. The reactants are: [S:1]([N:17]([S:25]([C:28]1[C:40]2[CH:39]=[CH:38][CH:37]=[C:33]([N:34]([CH3:36])[CH3:35])[C:32]=2[CH:31]=[CH:30][CH:29]=1)(=[O:27])=[O:26])[CH2:18][CH2:19][S:20][S:21][CH2:22][CH2:23][NH2:24])([C:4]1[C:16]2[CH:15]=[CH:14][CH:13]=[C:9]([N:10]([CH3:12])[CH3:11])[C:8]=2[CH:7]=[CH:6][CH:5]=1)(=[O:3])=[O:2].C(C(O)=O)CP(CCC(O)=O)CCC(O)=O.Br[C:58]1[C:63](=[O:64])[NH:62][C:60](=[O:61])[C:59]=1Br.CC([O-])=O.[Na+]. (6) The reactants are: [C:1](Cl)(=[O:4])[CH2:2][CH3:3].[CH2:6]([N:14]1[CH2:19][CH2:18][CH:17]([NH:20][C:21]2[CH:26]=[CH:25][CH:24]=[CH:23][CH:22]=2)[CH2:16][CH2:15]1)[CH2:7][C:8]1[CH:13]=[CH:12][CH:11]=[CH:10][CH:9]=1.C(N(CC)CC)C. Given the product [CH2:6]([N:14]1[CH2:15][CH2:16][CH:17]([N:20]([C:21]2[CH:26]=[CH:25][CH:24]=[CH:23][CH:22]=2)[C:1](=[O:4])[CH2:2][CH3:3])[CH2:18][CH2:19]1)[CH2:7][C:8]1[CH:9]=[CH:10][CH:11]=[CH:12][CH:13]=1, predict the reactants needed to synthesize it. (7) Given the product [CH3:13][O:14][C:15]1[CH:20]=[CH:19][C:18]([C:21]2[CH:26]=[CH:25][N:24]=[C:23]([C:27]([NH2:3])=[O:29])[N:22]=2)=[C:17]([CH3:30])[C:16]=1[CH:31]1[C:32]2[C:33](=[O:50])[CH2:34][C:35]([CH3:48])([CH3:49])[CH2:36][C:37]=2[O:38][C:39]2[CH2:40][C:41]([CH3:47])([CH3:46])[CH2:42][C:43](=[O:45])[C:44]1=2, predict the reactants needed to synthesize it. The reactants are: C(N1C=CN=C1)([N:3]1C=CN=C1)=O.[CH3:13][O:14][C:15]1[CH:20]=[CH:19][C:18]([C:21]2[CH:26]=[CH:25][N:24]=[C:23]([C:27]([OH:29])=O)[N:22]=2)=[C:17]([CH3:30])[C:16]=1[CH:31]1[C:44]2[C:43](=[O:45])[CH2:42][C:41]([CH3:47])([CH3:46])[CH2:40][C:39]=2[O:38][C:37]2[CH2:36][C:35]([CH3:49])([CH3:48])[CH2:34][C:33](=[O:50])[C:32]1=2.O.N.O.